Task: Predict the reaction yield, written as a fraction of the theoretical maximum amount of product (1.0 means a 100% yield; for example, 0.34 means a 34% yield).. Dataset: Reaction yield outcomes from USPTO patents with 853,638 reactions (1) The reactants are [CH3:1][N:2]1[C:6]2[CH:7]=[C:8]([C:11](Cl)=[O:12])[CH:9]=[CH:10][C:5]=2[O:4][C:3]1=[O:14].Br[CH2:16][C:17]1[CH:22]=[CH:21][C:20]([O:23][CH3:24])=[CH:19][C:18]=1[Cl:25].C([O-])(O)=O.[Na+]. The catalyst is COCCOC.[Zn].C1C=CC([P]([Pd]([P](C2C=CC=CC=2)(C2C=CC=CC=2)C2C=CC=CC=2)([P](C2C=CC=CC=2)(C2C=CC=CC=2)C2C=CC=CC=2)[P](C2C=CC=CC=2)(C2C=CC=CC=2)C2C=CC=CC=2)(C2C=CC=CC=2)C2C=CC=CC=2)=CC=1. The product is [Cl:25][C:18]1[CH:19]=[C:20]([O:23][CH3:24])[CH:21]=[CH:22][C:17]=1[CH2:16][C:11]([C:8]1[CH:9]=[CH:10][C:5]2[O:4][C:3](=[O:14])[N:2]([CH3:1])[C:6]=2[CH:7]=1)=[O:12]. The yield is 0.550. (2) The reactants are [N+:1]([C:4]1[CH:5]=[C:6]([CH:14]=[CH:15][CH:16]=1)[O:7][CH2:8][C:9](OCC)=[O:10])([O-:3])=[O:2].Cl.CN.[CH:20]([N:23](C(C)C)CC)(C)C. The catalyst is CO.O. The product is [CH3:20][NH:23][C:9](=[O:10])[CH2:8][O:7][C:6]1[CH:14]=[CH:15][CH:16]=[C:4]([N+:1]([O-:3])=[O:2])[CH:5]=1. The yield is 0.950. (3) The reactants are [OH:1][CH2:2][C:3]([C:6]1[S:10][C:9]([C:11]([OH:13])=[O:12])=[CH:8][CH:7]=1)([CH3:5])[CH3:4].[C:14]([O-])([O-])=O.[K+].[K+].IC.O. The catalyst is CN(C=O)C. The product is [CH3:14][O:12][C:11]([C:9]1[S:10][C:6]([C:3]([CH3:4])([CH3:5])[CH2:2][OH:1])=[CH:7][CH:8]=1)=[O:13]. The yield is 0.830. (4) The reactants are [OH:1][C:2]1[CH:7]=[CH:6][C:5]2[C:8]3([CH2:18][O:19][C:4]=2[CH:3]=1)[C:16]1[C:11](=[CH:12][CH:13]=[CH:14][CH:15]=1)[NH:10][C:9]3=[O:17].N1C=CN=C1.[CH:25]([Si:28](Cl)([CH:32]([CH3:34])[CH3:33])[CH:29]([CH3:31])[CH3:30])([CH3:27])[CH3:26]. The catalyst is CN(C)C=O. The product is [CH3:26][CH:25]([Si:28]([CH:32]([CH3:34])[CH3:33])([CH:29]([CH3:31])[CH3:30])[O:1][C:2]1[CH:7]=[CH:6][C:5]2[C:8]3([CH2:18][O:19][C:4]=2[CH:3]=1)[C:16]1[C:11](=[CH:12][CH:13]=[CH:14][CH:15]=1)[NH:10][C:9]3=[O:17])[CH3:27]. The yield is 0.690. (5) The reactants are [O-]P([O-])([O-])=O.[K+].[K+].[K+].Br[C:10]1[CH:11]=[C:12]([CH:17]=[C:18]([CH3:20])[N:19]=1)[C:13]([O:15][CH3:16])=[O:14].[Cl:21][C:22]1[CH:23]=[CH:24][C:25]([F:31])=[C:26](B(O)O)[CH:27]=1.C1(P(C2CCCCC2)C2C=CC=CC=2C2C(OC(C)C)=CC=CC=2OC(C)C)CCCCC1. The catalyst is C1(C)C=CC=CC=1.O.C(OCC)(=O)C.ClCCl.ClCCl.C([O-])(=O)C.[Pd+2].C([O-])(=O)C. The product is [Cl:21][C:22]1[CH:27]=[CH:26][C:25]([F:31])=[C:24]([C:10]2[CH:11]=[C:12]([CH:17]=[C:18]([CH3:20])[N:19]=2)[C:13]([O:15][CH3:16])=[O:14])[CH:23]=1. The yield is 0.306. (6) The reactants are [NH3:1].[CH2:2]([O:4][C:5]([C:7]1[N:8]=[C:9](S(C)(=O)=O)[N:10]([CH3:22])[C:11](=[O:21])[C:12]=1[O:13][CH2:14][C:15]1[CH:20]=[CH:19][CH:18]=[CH:17][CH:16]=1)=[O:6])[CH3:3]. The catalyst is C(#N)C. The product is [CH2:2]([O:4][C:5]([C:7]1[N:8]=[C:9]([NH2:1])[N:10]([CH3:22])[C:11](=[O:21])[C:12]=1[O:13][CH2:14][C:15]1[CH:20]=[CH:19][CH:18]=[CH:17][CH:16]=1)=[O:6])[CH3:3]. The yield is 0.590.